From a dataset of Reaction yield outcomes from USPTO patents with 853,638 reactions. Predict the reaction yield, written as a fraction of the theoretical maximum amount of product (1.0 means a 100% yield; for example, 0.34 means a 34% yield). (1) The reactants are [CH3:1][CH2:2][O:3][C:4]([C:6]1[N:23]([C:24]([O:26][C:27]([CH3:30])([CH3:29])[CH3:28])=[O:25])[C:9]2=[N:10][CH:11]=[C:12]([O:14]C(=O)C3C=CC=CC=3)[CH:13]=[C:8]2[CH:7]=1)=[O:5].C(=O)([O-])[O-].[K+].[K+].C(OCC)(=O)C. The catalyst is CO. The product is [CH3:1][CH2:2][O:3][C:4]([C:6]1[N:23]([C:24]([O:26][C:27]([CH3:28])([CH3:30])[CH3:29])=[O:25])[C:9]2=[N:10][CH:11]=[C:12]([OH:14])[CH:13]=[C:8]2[CH:7]=1)=[O:5]. The yield is 1.00. (2) The reactants are [OH-].[Na+].C([O:5][C:6]([C:8]1[CH:12]=[C:11]([CH2:13][CH2:14][CH:15]=[C:16]([CH3:18])[CH3:17])[NH:10][N:9]=1)=[O:7])C. The catalyst is CO. The product is [CH3:17][C:16]([CH3:18])=[CH:15][CH2:14][CH2:13][C:11]1[NH:10][N:9]=[C:8]([C:6]([OH:7])=[O:5])[CH:12]=1. The yield is 0.876. (3) The product is [C:1]([O:5][C:6]([N:8]1[CH2:12][CH2:11][CH2:10][CH2:9]1)=[O:7])([CH3:4])([CH3:2])[CH3:3]. The reactants are [C:1]([O:5][C:6]([N:8]1[CH2:12][CH2:11][CH2:10][CH:9]1C1NC(C2C=CC3C4C(=CC(Br)=CC=4)C(F)(F)C=3C=2)=CN=1)=[O:7])([CH3:4])([CH3:3])[CH3:2].C(OC(N1C(C2NC3C=C(B4OC(C)(C)C(C)(C)O4)C=CC=3N=2)C2CC1CC2)=O)(C)(C)C.C(=O)([O-])[O-].[K+].[K+]. The catalyst is COCCOC.O.C(OCC)(=O)C.C1C=CC(P(C2C=CC=CC=2)[C-]2C=CC=C2)=CC=1.C1C=CC(P(C2C=CC=CC=2)[C-]2C=CC=C2)=CC=1.Cl[Pd]Cl.[Fe+2].C1C=CC([P]([Pd]([P](C2C=CC=CC=2)(C2C=CC=CC=2)C2C=CC=CC=2)([P](C2C=CC=CC=2)(C2C=CC=CC=2)C2C=CC=CC=2)[P](C2C=CC=CC=2)(C2C=CC=CC=2)C2C=CC=CC=2)(C2C=CC=CC=2)C2C=CC=CC=2)=CC=1. The yield is 0.770. (4) The reactants are [CH3:1][O:2][C:3]1[CH:4]=[C:5](N)[CH:6]=[C:7]([O:9][CH3:10])[CH:8]=1.[F:12][B-](F)(F)F.[H+].N([O-])=O.[Na+]. The catalyst is O. The product is [F:12][C:5]1[CH:4]=[C:3]([O:2][CH3:1])[CH:8]=[C:7]([O:9][CH3:10])[CH:6]=1. The yield is 0.485.